Dataset: Full USPTO retrosynthesis dataset with 1.9M reactions from patents (1976-2016). Task: Predict the reactants needed to synthesize the given product. Given the product [OH:4][CH:3]1[CH:5]([CH2:6][O:7][C:26]([C:43]2[CH:45]=[CH:52][CH:51]=[CH:50][CH:49]=2)([C:27]2[CH:32]=[CH:31][CH:30]=[CH:29][CH:28]=2)[C:33]2[CH:38]=[CH:37][CH:36]=[CH:35][CH:34]=2)[O:8][CH:1]([N:9]2[CH:16]=[CH:15][C:13](=[O:14])[NH:12][C:10]2=[O:11])[CH2:2]1, predict the reactants needed to synthesize it. The reactants are: [C@@H:1]1([N:9]2[CH:16]=[CH:15][C:13](=[O:14])[NH:12][C:10]2=[O:11])[O:8][C@H:5]([CH2:6][OH:7])[C@@H:3]([OH:4])[CH2:2]1.C([C:26](Cl)([C:33]1[CH:38]=[CH:37][CH:36]=[CH:35][CH:34]=1)[C:27]1[CH:32]=[CH:31][CH:30]=[CH:29][CH:28]=1)C1C=CC(OC)=CC=1.CCO[C:43]([CH3:45])=O.CO.N1C=[CH:52][CH:51]=[CH:50][CH:49]=1.